This data is from Peptide-MHC class I binding affinity with 185,985 pairs from IEDB/IMGT. The task is: Regression. Given a peptide amino acid sequence and an MHC pseudo amino acid sequence, predict their binding affinity value. This is MHC class I binding data. (1) The peptide sequence is SVKKDLISY. The MHC is HLA-B15:01 with pseudo-sequence HLA-B15:01. The binding affinity (normalized) is 0.878. (2) The peptide sequence is IYTVIYYIF. The MHC is HLA-B15:09 with pseudo-sequence HLA-B15:09. The binding affinity (normalized) is 0.0847. (3) The peptide sequence is ELIDVLKTR. The MHC is HLA-A03:01 with pseudo-sequence HLA-A03:01. The binding affinity (normalized) is 0.123. (4) The peptide sequence is IPFSEGKAL. The MHC is HLA-A01:01 with pseudo-sequence HLA-A01:01. The binding affinity (normalized) is 0.0847. (5) The peptide sequence is LPQTRWQAV. The MHC is HLA-A69:01 with pseudo-sequence HLA-A69:01. The binding affinity (normalized) is 0.0847. (6) The peptide sequence is KSLKLLNTRRR. The MHC is H-2-Db with pseudo-sequence H-2-Db. The binding affinity (normalized) is 0. (7) The peptide sequence is HLAGYSGVL. The MHC is HLA-B15:01 with pseudo-sequence HLA-B15:01. The binding affinity (normalized) is 0.458.